This data is from Full USPTO retrosynthesis dataset with 1.9M reactions from patents (1976-2016). The task is: Predict the reactants needed to synthesize the given product. (1) Given the product [Br:23][C:12]1[N:13]=[C:14]([C:15]2[CH:20]=[CH:19][C:18]([Cl:21])=[CH:17][C:16]=2[Cl:22])[C:9]([O:5][CH2:4][CH2:3][O:2][CH3:1])=[N:10][CH:11]=1, predict the reactants needed to synthesize it. The reactants are: [CH3:1][O:2][CH2:3][CH2:4][OH:5].[H-].[Na+].Br[C:9]1[C:14]([C:15]2[CH:20]=[CH:19][C:18]([Cl:21])=[CH:17][C:16]=2[Cl:22])=[N:13][C:12]([Br:23])=[CH:11][N:10]=1.CCCCCCC. (2) Given the product [Br:1][CH:2]([CH2:6][CH2:7][CH2:8][CH3:9])[C:3]([O-:5])=[O:4].[Ag+:16], predict the reactants needed to synthesize it. The reactants are: [Br:1][CH:2]([CH2:6][CH2:7][CH2:8][CH3:9])[C:3]([OH:5])=[O:4].[OH-].[Na+].[N+]([O-])([O-])=O.[Ag+:16]. (3) Given the product [CH3:28][S:29][C:30]1[N:31]=[N:32][C:33]([C:44]([NH2:46])=[O:45])=[C:34]([NH:36][C:37]2[CH:38]=[C:39]([CH3:43])[CH:40]=[CH:41][CH:42]=2)[N:35]=1.[NH2:77][C@H:71]1[C:70]([F:78])([F:69])[CH2:75][CH2:74][CH2:73][C@H:72]1[NH:76][C:30]1[N:31]=[N:32][C:33]([C:44]([NH2:46])=[O:45])=[C:34]([NH:36][C:37]2[CH:38]=[C:39]([CH3:43])[CH:40]=[CH:41][CH:42]=2)[N:35]=1, predict the reactants needed to synthesize it. The reactants are: CSC1N=NC(C(N)=O)=C(NC2C=CC(C)=CC=2)N=1.NC1C=CC=C(C)C=1.[CH3:28][S:29][C:30]1[N:31]=[N:32][C:33]([C:44]([NH2:46])=[O:45])=[C:34]([NH:36][C:37]2[CH:38]=[C:39]([CH3:43])[CH:40]=[CH:41][CH:42]=2)[N:35]=1.C1C=C(Cl)C=C(C(OO)=O)C=1.CCN(C(C)C)C(C)C.Cl.Cl.[F:69][C:70]1([F:78])[CH2:75][CH2:74][CH2:73][C@@H:72]([NH2:76])[C@H:71]1[NH2:77].C(O)(C(F)(F)F)=O. (4) Given the product [ClH:1].[ClH:1].[CH2:46]([N:25]([CH2:23][CH3:24])[CH2:26][CH2:27][NH:28][C:29]([C:31]1[C:44]2[C:35](=[CH:36][C:37]3[C:42]([N:43]=2)=[CH:41][CH:40]=[C:39]([I:45])[CH:38]=3)[CH:34]=[CH:33][CH:32]=1)=[O:30])[CH3:47], predict the reactants needed to synthesize it. The reactants are: [ClH:1].C(N(CC)CCNC(C1C=CC2C(=CC=C(I)C=2)C=1)=O)C.[CH2:23]([N:25]([CH2:46][CH3:47])[CH2:26][CH2:27][NH:28][C:29]([C:31]1[C:44]2[C:35](=[CH:36][C:37]3[C:42]([N:43]=2)=[CH:41][CH:40]=[C:39]([I:45])[CH:38]=3)[CH:34]=[CH:33][CH:32]=1)=[O:30])[CH3:24].[K+].[Br-]. (5) Given the product [CH2:1]([O:8][C:9]1[CH:10]=[CH:11][C:12]([C@@H:20]([O:23][CH:42]2[CH2:43][CH2:44][CH2:45][CH2:46][O:41]2)[CH2:21][Br:22])=[C:13]2[C:18]=1[NH:17][C:16](=[O:19])[CH:15]=[CH:14]2)[C:2]1[CH:3]=[CH:4][CH:5]=[CH:6][CH:7]=1, predict the reactants needed to synthesize it. The reactants are: [CH2:1]([O:8][C:9]1[CH:10]=[CH:11][C:12]([C@@H:20]([OH:23])[CH2:21][Br:22])=[C:13]2[C:18]=1[NH:17][C:16](=[O:19])[CH:15]=[CH:14]2)[C:2]1[CH:7]=[CH:6][CH:5]=[CH:4][CH:3]=1.S(C1C=CC(C)=CC=1)([O-])(=O)=O.[NH+]1C=CC=CC=1.[O:41]1[CH:46]=[CH:45][CH2:44][CH2:43][CH2:42]1. (6) Given the product [CH3:18][C:13]1[NH:14][C:15]2[C:11]([CH:12]=1)=[CH:10][C:9]([NH:8][C:6]1[CH:5]=[CH:4][N:3]=[C:2]([NH:19][C:20]3[CH:25]=[CH:24][CH:23]=[CH:22][CH:21]=3)[N:7]=1)=[CH:17][CH:16]=2, predict the reactants needed to synthesize it. The reactants are: Cl[C:2]1[N:7]=[C:6]([NH:8][C:9]2[CH:10]=[C:11]3[C:15](=[CH:16][CH:17]=2)[NH:14][C:13]([CH3:18])=[CH:12]3)[CH:5]=[CH:4][N:3]=1.[NH2:19][C:20]1[CH:25]=[CH:24][CH:23]=[CH:22][CH:21]=1. (7) Given the product [Cl:38][C:34]1[CH:35]=[CH:36][CH:37]=[C:32]([Cl:31])[C:33]=1[C:39]1[C:43]([CH2:44][O:1][C:2]2[CH:10]=[C:9]3[C:5]([CH2:6][CH2:7][C:8]3=[O:11])=[CH:4][CH:3]=2)=[C:42]([CH:46]([CH3:48])[CH3:47])[O:41][N:40]=1, predict the reactants needed to synthesize it. The reactants are: [OH:1][C:2]1[CH:10]=[C:9]2[C:5]([CH2:6][CH2:7][C:8]2=[O:11])=[CH:4][CH:3]=1.C1(P(C2C=CC=CC=2)C2C=CC=CC=2)C=CC=CC=1.[Cl:31][C:32]1[CH:37]=[CH:36][CH:35]=[C:34]([Cl:38])[C:33]=1[C:39]1[C:43]([CH2:44]O)=[C:42]([CH:46]([CH3:48])[CH3:47])[O:41][N:40]=1.N(C(OC(C)C)=O)=NC(OC(C)C)=O.